Dataset: Catalyst prediction with 721,799 reactions and 888 catalyst types from USPTO. Task: Predict which catalyst facilitates the given reaction. (1) Reactant: Br[CH2:2][CH2:3][CH2:4][C:5]1[CH:6]=[C:7]([NH:11][C:12]2[N:17]=[C:16]([NH:18][CH2:19][CH2:20][C:21]3[CH:22]=[C:23]([OH:27])[CH:24]=[CH:25][CH:26]=3)[C:15]([Cl:28])=[CH:14][N:13]=2)[CH:8]=[CH:9][CH:10]=1.[OH-].[Na+].Cl. Product: [Cl:28][C:15]1[CH:14]=[N:13][C:12]2[NH:11][C:7]3[CH:8]=[CH:9][CH:10]=[C:5]([CH:6]=3)[CH2:4][CH2:3][CH2:2][O:27][C:23]3[CH:22]=[C:21]([CH2:20][CH2:19][NH:18][C:16]=1[N:17]=2)[CH:26]=[CH:25][CH:24]=3. The catalyst class is: 30. (2) The catalyst class is: 6. Reactant: [Br:1][C:2]1[CH:11]=[CH:10][C:9]2[O:8][C@H:7]3[CH2:12][CH2:13][O:14][CH2:15][C@@H:6]3[C@:5]3([C:19](=[O:20])[N:18]([CH3:21])[C:17](=S)[NH:16]3)[C:4]=2[CH:3]=1.CO.C(OO)(C)(C)C.[NH4+:31].[OH-]. Product: [NH2:31][C:17]1[N:18]([CH3:21])[C:19](=[O:20])[C@:5]2([N:16]=1)[C:4]1[CH:3]=[C:2]([Br:1])[CH:11]=[CH:10][C:9]=1[O:8][C@H:7]1[CH2:12][CH2:13][O:14][CH2:15][C@H:6]21. (3) Product: [ClH:29].[NH2:7][C@@H:8]([CH2:9][C:10]1[CH:11]=[CH:12][C:13]([O:16][C:17]2[C:22]([N+:23]([O-:25])=[O:24])=[CH:21][CH:20]=[CH:19][N:18]=2)=[CH:14][CH:15]=1)[CH2:26][OH:27]. The catalyst class is: 71. Reactant: C(OC(=O)[NH:7][C@H:8]([CH2:26][OH:27])[CH2:9][C:10]1[CH:15]=[CH:14][C:13]([O:16][C:17]2[C:22]([N+:23]([O-:25])=[O:24])=[CH:21][CH:20]=[CH:19][N:18]=2)=[CH:12][CH:11]=1)(C)(C)C.[ClH:29]. (4) Reactant: FC1C=NC=CC=1[C:8]1[O:9][C:10]2[CH:16]=[CH:15][C:14](C(F)(F)F)=[CH:13][C:11]=2[N:12]=1.C(=O)([O-])[O-].[K+].[K+].C(O)C#C. Product: [O:9]1[C:10]2[CH:16]=[CH:15][CH:14]=[CH:13][C:11]=2[N:12]=[CH:8]1. The catalyst class is: 6. (5) Reactant: [NH2:1][C:2]1[N:6]([C:7]2[CH:8]=[C:9]([CH:16]=[CH:17][C:18]=2[CH3:19])[C:10]([NH:12][CH:13]2[CH2:15][CH2:14]2)=[O:11])[N:5]=[CH:4][C:3]=1[C:20](=[O:31])[C:21]1[CH:26]=[CH:25][CH:24]=[C:23]([O:27][CH2:28][CH2:29]Br)[CH:22]=1.[Cl:32][C:33]1[CH:38]=[CH:37][C:36]([OH:39])=[CH:35][CH:34]=1.C([O-])([O-])=O.[K+].[K+]. Product: [NH2:1][C:2]1[N:6]([C:7]2[CH:8]=[C:9]([CH:16]=[CH:17][C:18]=2[CH3:19])[C:10]([NH:12][CH:13]2[CH2:15][CH2:14]2)=[O:11])[N:5]=[CH:4][C:3]=1[C:20](=[O:31])[C:21]1[CH:26]=[CH:25][CH:24]=[C:23]([O:27][CH2:28][CH2:29][O:39][C:36]2[CH:37]=[CH:38][C:33]([Cl:32])=[CH:34][CH:35]=2)[CH:22]=1. The catalyst class is: 3.